From a dataset of Forward reaction prediction with 1.9M reactions from USPTO patents (1976-2016). Predict the product of the given reaction. (1) Given the reactants [NH2:1][C:2]1[N:10]=[C:9]2[C:5]([NH:6][CH:7]=[N:8]2)=[C:4](Cl)[N:3]=1.[CH3:12][O:13][C:14]1[CH:15]=[C:16]2[C:21](=[CH:22][CH:23]=1)[NH:20][CH2:19][CH2:18][CH2:17]2, predict the reaction product. The product is: [NH2:1][C:2]1[N:10]=[C:9]2[C:5]([NH:6][CH:7]=[N:8]2)=[C:4]([N:20]2[C:21]3[C:16](=[CH:15][C:14]([O:13][CH3:12])=[CH:23][CH:22]=3)[CH2:17][CH2:18][CH2:19]2)[N:3]=1. (2) Given the reactants [CH2:1]([OH:7])/[CH:2]=[CH:3]/[CH:4]=[CH:5]/[CH3:6].[C:8]1(=[O:14])[O:13][C:11](=[O:12])[CH2:10][CH2:9]1, predict the reaction product. The product is: [C:8]([OH:13])(=[O:14])[CH2:9][CH2:10][C:11]([OH:7])=[O:12].[CH2:1]([OH:7])/[CH:2]=[CH:3]/[CH:4]=[CH:5]/[CH3:6]. (3) Given the reactants [N+:1]([C:4]1[CH:5]=[C:6]([CH:10]=[CH:11][C:12]=1[CH2:13][CH2:14][CH3:15])[C:7]([OH:9])=[O:8])([O-])=O.S(=O)(=O)(O)O.[CH3:21]O, predict the reaction product. The product is: [NH2:1][C:4]1[CH:5]=[C:6]([CH:10]=[CH:11][C:12]=1[CH2:13][CH2:14][CH3:15])[C:7]([O:9][CH3:21])=[O:8]. (4) Given the reactants [NH2:1][CH2:2][CH2:3][CH2:4][CH2:5][CH2:6][C:7]([N:9]1[CH2:13][CH:12]([OH:14])[CH:11]([CH:15]([C:34]2[CH:39]=[CH:38][CH:37]=[CH:36][CH:35]=2)[O:16][CH:17]([C:26]2[CH:31]=[CH:30][C:29]([O:32][CH3:33])=[CH:28][CH:27]=2)[C:18]2[CH:23]=[CH:22][C:21]([O:24][CH3:25])=[CH:20][CH:19]=2)[CH2:10]1)=[O:8].C(N(CC)CC)C.[CH3:47][C@@H:48]([C@@H:55]1[C@@:59]2([CH3:77])[CH2:60][CH2:61][CH:62]3[C@@:67]4([CH3:76])[CH2:68][CH2:69][CH:70]([O:72][C:73](Cl)=[O:74])[CH2:71][C:66]4=[CH:65][CH2:64][CH:63]3[CH:58]2[CH2:57][CH2:56]1)[CH2:49][CH2:50][CH2:51][CH:52]([CH3:54])[CH3:53].CO.C(Cl)(Cl)Cl, predict the reaction product. The product is: [CH3:47][CH:48]([CH:55]1[C:59]2([CH3:77])[CH:58]([CH:63]3[CH:62]([CH2:61][CH2:60]2)[C:67]2([CH3:76])[C:66]([CH2:71][CH:70]([O:72][C:73](=[O:74])[NH:1][CH2:2][CH2:3][CH2:4][CH2:5][CH2:6][C:7]([N:9]4[CH2:13][CH:12]([OH:14])[CH:11]([CH:15]([C:34]5[CH:39]=[CH:38][CH:37]=[CH:36][CH:35]=5)[O:16][CH:17]([C:26]5[CH:31]=[CH:30][C:29]([O:32][CH3:33])=[CH:28][CH:27]=5)[C:18]5[CH:23]=[CH:22][C:21]([O:24][CH3:25])=[CH:20][CH:19]=5)[CH2:10]4)=[O:8])[CH2:69][CH2:68]2)=[CH:65][CH2:64]3)[CH2:57][CH2:56]1)[CH2:49][CH2:50][CH2:51][CH:52]([CH3:53])[CH3:54]. (5) Given the reactants [C:1]([NH:4][C:5]1[S:9][C:8]2[C:10]([O:15][CH2:16][CH2:17][N:18]([CH2:21][CH3:22])[CH2:19][CH3:20])=[C:11](Br)[CH:12]=[CH:13][C:7]=2[C:6]=1[C:23]([O:25][CH2:26][CH3:27])=[O:24])(=[O:3])[CH3:2].[S:28]1[CH:32]=[CH:31][C:30](B(O)O)=[CH:29]1.P([O-])([O-])([O-])=O.[K+].[K+].[K+], predict the reaction product. The product is: [C:1]([NH:4][C:5]1[S:9][C:8]2[C:10]([O:15][CH2:16][CH2:17][N:18]([CH2:21][CH3:22])[CH2:19][CH3:20])=[C:11]([C:30]3[CH:31]=[CH:32][S:28][CH:29]=3)[CH:12]=[CH:13][C:7]=2[C:6]=1[C:23]([O:25][CH2:26][CH3:27])=[O:24])(=[O:3])[CH3:2].